From a dataset of Catalyst prediction with 721,799 reactions and 888 catalyst types from USPTO. Predict which catalyst facilitates the given reaction. Reactant: [C:1]([O:5][C:6]([NH:8][CH2:9][CH2:10][C:11]([OH:13])=O)=[O:7])([CH3:4])([CH3:3])[CH3:2].Cl.CN(C)CCCN=C=NCC.C(N(CC)CC)C.Cl.[F:34][CH2:35][CH2:36][NH2:37]. Product: [C:1]([O:5][C:6](=[O:7])[NH:8][CH2:9][CH2:10][C:11](=[O:13])[NH:37][CH2:36][CH2:35][F:34])([CH3:2])([CH3:3])[CH3:4]. The catalyst class is: 4.